Dataset: Forward reaction prediction with 1.9M reactions from USPTO patents (1976-2016). Task: Predict the product of the given reaction. (1) Given the reactants [C:1]([N:8]([CH3:14])[C@H:9]([C:11]([OH:13])=O)[CH3:10])([O:3][C:4]([CH3:7])([CH3:6])[CH3:5])=[O:2].CN(C(ON1N=NC2C=CC=NC1=2)=[N+](C)C)C.F[P-](F)(F)(F)(F)F.CCN(C(C)C)C(C)C.[CH2:48]([O:55][C:56]([N:58]1[CH2:62][CH:61]([CH2:63][O:64][C:65]2[CH:70]=[CH:69][C:68]([F:71])=[C:67]([F:72])[CH:66]=2)[CH:60]2[N:73]([C:76](=[O:83])[CH:77]([NH2:82])[C:78]([CH3:81])([CH3:80])[CH3:79])[CH2:74][CH2:75][CH:59]12)=[O:57])[C:49]1[CH:54]=[CH:53][CH:52]=[CH:51][CH:50]=1, predict the reaction product. The product is: [CH2:48]([O:55][C:56]([N:58]1[CH2:62][CH:61]([CH2:63][O:64][C:65]2[CH:70]=[CH:69][C:68]([F:71])=[C:67]([F:72])[CH:66]=2)[CH:60]2[N:73]([C:76](=[O:83])[CH:77]([NH:82][C:11](=[O:13])[CH:9]([N:8]([C:1]([O:3][C:4]([CH3:5])([CH3:6])[CH3:7])=[O:2])[CH3:14])[CH3:10])[C:78]([CH3:79])([CH3:81])[CH3:80])[CH2:74][CH2:75][CH:59]12)=[O:57])[C:49]1[CH:50]=[CH:51][CH:52]=[CH:53][CH:54]=1. (2) Given the reactants [C:1]1(=[O:8])[O:7][C:5](=[O:6])[CH2:4][CH2:3][CH2:2]1.[NH2:9][C:10]1[CH:15]=[CH:14][C:13]([C:16]#[CH:17])=[CH:12][CH:11]=1, predict the reaction product. The product is: [C:16]([C:13]1[CH:14]=[CH:15][C:10]([NH:9][C:5]([CH2:4][CH2:3][CH2:2][C:1]([OH:7])=[O:8])=[O:6])=[CH:11][CH:12]=1)#[CH:17]. (3) Given the reactants [N:1]1([CH2:7][CH2:8][CH2:9][NH:10][S:11]([C:14]2[C:19]([Cl:20])=[CH:18][CH:17]=[C:16]([N+:21]([O-:23])=[O:22])[C:15]=2Cl)(=[O:13])=[O:12])[CH2:6][CH2:5][O:4][CH2:3][CH2:2]1.[H-].[Na+].[OH2:27].Cl, predict the reaction product. The product is: [N:1]1([CH2:7][CH2:8][CH2:9][NH:10][S:11]([C:14]2[C:19]([Cl:20])=[CH:18][CH:17]=[C:16]([N+:21]([O-:23])=[O:22])[C:15]=2[OH:27])(=[O:13])=[O:12])[CH2:6][CH2:5][O:4][CH2:3][CH2:2]1. (4) Given the reactants [C:1](Cl)(=O)[C:2]([Cl:4])=[O:3].[Cl:7][C:8]1C(C(O)=O)=[CH:12][N:11]=[C:10]([Cl:17])[CH:9]=1.CN(C)C=O, predict the reaction product. The product is: [Cl:7][C:8]1[C:1]([C:2]([Cl:4])=[O:3])=[CH:12][N:11]=[C:10]([Cl:17])[CH:9]=1. (5) Given the reactants [CH:1]1([N:7]([CH:19]2[CH2:24][CH2:23][CH2:22][CH2:21][CH2:20]2)[C:8]([NH:10][C:11]2[S:12][C:13]([S:16]C#N)=[CH:14][N:15]=2)=[O:9])[CH2:6][CH2:5][CH2:4][CH2:3][CH2:2]1.SC[C@@H]([C@@H](CS)O)O.Cl[CH2:34][CH2:35][N:36]1[CH2:40][CH2:39][CH2:38][CH2:37]1, predict the reaction product. The product is: [CH:19]1([N:7]([CH:1]2[CH2:6][CH2:5][CH2:4][CH2:3][CH2:2]2)[C:8]([NH:10][C:11]2[S:12][C:13]([S:16][CH2:34][CH2:35][N:36]3[CH2:40][CH2:39][CH2:38][CH2:37]3)=[CH:14][N:15]=2)=[O:9])[CH2:20][CH2:21][CH2:22][CH2:23][CH2:24]1. (6) Given the reactants [Cl:1][C:2]1[CH:10]=[CH:9][C:8](I)=[CH:7][C:3]=1[C:4]([OH:6])=[O:5].C(=O)([O-])O.[Na+].[CH2:17]([OH:20])[CH:18]=[CH2:19].Cl, predict the reaction product. The product is: [Cl:1][C:2]1[CH:10]=[CH:9][C:8]([CH2:19][CH2:18][CH:17]=[O:20])=[CH:7][C:3]=1[C:4]([OH:6])=[O:5]. (7) Given the reactants [CH3:1][C:2]([CH3:10])([CH3:9])[CH:3](O)[CH2:4][N+:5]([O-:7])=[O:6].C(N(CC)CC)C.CS(Cl)(=O)=O, predict the reaction product. The product is: [CH3:1][C:2]([CH3:10])([CH3:9])[CH:3]=[CH:4][N+:5]([O-:7])=[O:6].